Dataset: Human liver microsome stability data. Task: Regression/Classification. Given a drug SMILES string, predict its absorption, distribution, metabolism, or excretion properties. Task type varies by dataset: regression for continuous measurements (e.g., permeability, clearance, half-life) or binary classification for categorical outcomes (e.g., BBB penetration, CYP inhibition). Dataset: hlm. (1) The result is 0 (unstable in human liver microsomes). The molecule is CS(=O)(=O)Nc1ccc2c(c1)S(=O)(=O)C=C(c1c(O)c(-c3cccs3)nn(CC3CCCC3)c1=O)N2. (2) The molecule is CC(C)CCn1c(=O)c(C2=NS(=O)(=O)c3cc(NS(C)(=O)=O)ccc3N2)c(O)c2cccn21. The result is 0 (unstable in human liver microsomes). (3) The compound is COc1ccc2[nH]c(SCc3ccc(Cl)cc3)nc2c1. The result is 1 (stable in human liver microsomes). (4) The drug is O=C(C1CCS(=O)(=O)CC1)N1CC[C@@]2(S(=O)(=O)c3ccc(F)cc3)c3ccc(C(F)(C(F)(F)F)C(F)(F)F)cc3CC[C@@H]12. The result is 0 (unstable in human liver microsomes). (5) The compound is COc1ccc(CCC(=O)N[C@@H](Cc2c[nH]c3ccccc23)C(=O)Nc2ccncc2)cc1. The result is 1 (stable in human liver microsomes).